From a dataset of Reaction yield outcomes from USPTO patents with 853,638 reactions. Predict the reaction yield, written as a fraction of the theoretical maximum amount of product (1.0 means a 100% yield; for example, 0.34 means a 34% yield). The reactants are [NH2:1][C:2]1([CH3:16])[C:6]2([CH2:8][CH2:7]2)[CH2:5][N:4](CC2C=CC=CC=2)[CH2:3]1.[ClH:17]. The catalyst is [C].[Pd].CO. The product is [ClH:17].[ClH:17].[NH2:1][C:2]1([CH3:16])[C:6]2([CH2:8][CH2:7]2)[CH2:5][NH:4][CH2:3]1. The yield is 0.800.